Dataset: Reaction yield outcomes from USPTO patents with 853,638 reactions. Task: Predict the reaction yield, written as a fraction of the theoretical maximum amount of product (1.0 means a 100% yield; for example, 0.34 means a 34% yield). The reactants are [OH:1][C:2]1[C:3](=[O:15])[C:4]2[C:9]([C:10](=[O:13])[C:11]=1I)=[C:8]([OH:14])[CH:7]=[CH:6][CH:5]=2.[CH3:16][CH:17]([OH:20])[C:18]#[CH:19]. The catalyst is N1C=CC=CC=1.[Cu]=O.Cl[Pd](Cl)([P](C1C=CC=CC=1)(C1C=CC=CC=1)C1C=CC=CC=1)[P](C1C=CC=CC=1)(C1C=CC=CC=1)C1C=CC=CC=1. The product is [OH:20][CH:17]([C:18]1[O:1][C:2]2[C:3](=[O:15])[C:4]3[C:9]([C:10](=[O:13])[C:11]=2[CH:19]=1)=[C:8]([OH:14])[CH:7]=[CH:6][CH:5]=3)[CH3:16]. The yield is 0.700.